Dataset: Peptide-MHC class I binding affinity with 185,985 pairs from IEDB/IMGT. Task: Regression. Given a peptide amino acid sequence and an MHC pseudo amino acid sequence, predict their binding affinity value. This is MHC class I binding data. (1) The peptide sequence is QQRPDLILV. The MHC is HLA-B58:01 with pseudo-sequence HLA-B58:01. The binding affinity (normalized) is 0.213. (2) The binding affinity (normalized) is 0.294. The peptide sequence is ILNKIVQLPK. The MHC is HLA-A31:01 with pseudo-sequence HLA-A31:01. (3) The peptide sequence is WFQRIPLQW. The MHC is HLA-B39:01 with pseudo-sequence HLA-B39:01. The binding affinity (normalized) is 0.0847. (4) The peptide sequence is FPVKPQVPLR. The MHC is HLA-A02:02 with pseudo-sequence HLA-A02:02. The binding affinity (normalized) is 0. (5) The peptide sequence is TYLQSLASL. The MHC is HLA-A24:02 with pseudo-sequence HLA-A24:02. The binding affinity (normalized) is 1.00. (6) The peptide sequence is RPKPDYSAM. The MHC is HLA-B40:01 with pseudo-sequence HLA-B40:01. The binding affinity (normalized) is 0.0847. (7) The peptide sequence is SMKLNVSLAH. The MHC is HLA-A03:01 with pseudo-sequence HLA-A03:01. The binding affinity (normalized) is 0.343. (8) The peptide sequence is YNLRRGTAL. The MHC is BoLA-HD6 with pseudo-sequence BoLA-HD6. The binding affinity (normalized) is 0.253. (9) The peptide sequence is FQPQNDQFI. The binding affinity (normalized) is 0.0258. The MHC is H-2-Kb with pseudo-sequence H-2-Kb. (10) The peptide sequence is LFCASDAKAY. The MHC is HLA-B40:02 with pseudo-sequence HLA-B40:02. The binding affinity (normalized) is 0.